This data is from Forward reaction prediction with 1.9M reactions from USPTO patents (1976-2016). The task is: Predict the product of the given reaction. (1) Given the reactants [Br:1][C:2]1[CH:21]=[CH:20][C:19]([F:22])=[CH:18][C:3]=1[O:4][C:5]1[CH:10]=[CH:9][C:8]([C:11]2[CH:15]=[C:14]([C:16]#[N:17])[O:13][N:12]=2)=[CH:7][CH:6]=1.[Cl-].[NH4+].[N-:25]=[N+:26]=[N-:27].[Na+].Cl, predict the reaction product. The product is: [Br:1][C:2]1[CH:21]=[CH:20][C:19]([F:22])=[CH:18][C:3]=1[O:4][C:5]1[CH:6]=[CH:7][C:8]([C:11]2[CH:15]=[C:14]([C:16]3[NH:27][N:26]=[N:25][N:17]=3)[O:13][N:12]=2)=[CH:9][CH:10]=1. (2) Given the reactants [C:1]1([C:29]2[CH:34]=[CH:33][CH:32]=[CH:31][CH:30]=2)[CH:6]=[CH:5][C:4]([NH:7][C:8]([C:10]2[CH:18]=[CH:17][C:13]([C:14](O)=[O:15])=[C:12]([NH:19][C:20](=[O:28])[CH2:21][N:22]3[CH2:27][CH2:26][O:25][CH2:24][CH2:23]3)[CH:11]=2)=[O:9])=[CH:3][CH:2]=1.[N:35]1([CH2:40][CH2:41][CH2:42][NH2:43])[CH2:39][CH2:38][CH2:37][CH2:36]1.F[P-](F)(F)(F)(F)F.N1(O[P+](N2CCCC2)(N2CCCC2)N2CCCC2)C2C=CC=CC=2N=N1.C(N(C(C)C)CC)(C)C, predict the reaction product. The product is: [C:1]1([C:29]2[CH:30]=[CH:31][CH:32]=[CH:33][CH:34]=2)[CH:6]=[CH:5][C:4]([NH:7][C:8](=[O:9])[C:10]2[CH:18]=[CH:17][C:13]([C:14]([NH:43][CH2:42][CH2:41][CH2:40][N:35]3[CH2:39][CH2:38][CH2:37][CH2:36]3)=[O:15])=[C:12]([NH:19][C:20](=[O:28])[CH2:21][N:22]3[CH2:23][CH2:24][O:25][CH2:26][CH2:27]3)[CH:11]=2)=[CH:3][CH:2]=1.